From a dataset of Reaction yield outcomes from USPTO patents with 853,638 reactions. Predict the reaction yield, written as a fraction of the theoretical maximum amount of product (1.0 means a 100% yield; for example, 0.34 means a 34% yield). (1) The reactants are [F:1][C:2]1([F:32])[CH2:7][CH2:6][CH:5]([CH2:8][C:9]2[N:13]3[CH:14]=[CH:15][C:16]([C:18]([NH:20][CH:21]4[CH2:26][CH2:25][CH:24](O)[CH2:23][CH2:22]4)=[O:19])=[CH:17][C:12]3=[N:11][C:10]=2[C:28]([F:31])([F:30])[F:29])[CH2:4][CH2:3]1.COCCN(S(F)(F)F)CCOC.C(=O)([O-])O.[Na+]. No catalyst specified. The product is [CH:21]1([NH:20][C:18]([C:16]2[CH:15]=[CH:14][N:13]3[C:9]([CH2:8][CH:5]4[CH2:6][CH2:7][C:2]([F:1])([F:32])[CH2:3][CH2:4]4)=[C:10]([C:28]([F:29])([F:30])[F:31])[N:11]=[C:12]3[CH:17]=2)=[O:19])[CH2:26][CH2:25][CH:24]=[CH:23][CH2:22]1. The yield is 0.270. (2) The reactants are FC(F)(F)C(O)=O.[CH3:8][NH:9][C:10]([C:12]1[N:13]=[CH:14][C:15]([O:18][CH2:19][C:20]2[CH:37]=[CH:36][C:23]3[CH2:24][CH2:25][N:26](C(OC(C)(C)C)=O)[CH2:27][CH2:28][C:22]=3[CH:21]=2)=[N:16][CH:17]=1)=[O:11]. The catalyst is ClCCl. The product is [CH3:8][NH:9][C:10]([C:12]1[CH:17]=[N:16][C:15]([O:18][CH2:19][C:20]2[CH:37]=[CH:36][C:23]3[CH2:24][CH2:25][NH:26][CH2:27][CH2:28][C:22]=3[CH:21]=2)=[CH:14][N:13]=1)=[O:11]. The yield is 0.640. (3) The reactants are [O:1]([CH2:8][CH2:9][C:10]([OH:12])=[O:11])[C:2]1[CH:7]=[CH:6][CH:5]=[CH:4][CH:3]=1.[CH3:13]O. The catalyst is OS(O)(=O)=O. The product is [O:1]([CH2:8][CH2:9][C:10]([O:12][CH3:13])=[O:11])[C:2]1[CH:7]=[CH:6][CH:5]=[CH:4][CH:3]=1. The yield is 0.925. (4) The reactants are Br[C:2]1[C:3]2[N:4]([CH:8]=[C:9]([C:11]3[CH:16]=[CH:15][C:14]([CH2:17][C@H:18]([NH:22][C:23](=[O:36])[C:24]4[CH:29]=[CH:28][C:27]([O:30][CH:31]([CH3:33])[CH3:32])=[C:26]([C:34]#[N:35])[CH:25]=4)[CH2:19][CH2:20][OH:21])=[CH:13][CH:12]=3)[N:10]=2)[CH:5]=[CH:6][CH:7]=1.[CH3:37][C:38]1[C:42](B(O)O)=[C:41]([CH3:46])[O:40][N:39]=1.C([O-])([O-])=O.[K+].[K+]. The catalyst is CN(C=O)C. The product is [C:34]([C:26]1[CH:25]=[C:24]([CH:29]=[CH:28][C:27]=1[O:30][CH:31]([CH3:32])[CH3:33])[C:23]([NH:22][C@@H:18]([CH2:17][C:14]1[CH:15]=[CH:16][C:11]([C:9]2[N:10]=[C:3]3[C:2]([C:42]4[C:38]([CH3:37])=[N:39][O:40][C:41]=4[CH3:46])=[CH:7][CH:6]=[CH:5][N:4]3[CH:8]=2)=[CH:12][CH:13]=1)[CH2:19][CH2:20][OH:21])=[O:36])#[N:35]. The yield is 0.220.